From a dataset of Catalyst prediction with 721,799 reactions and 888 catalyst types from USPTO. Predict which catalyst facilitates the given reaction. (1) Reactant: Cl.[F:2][C:3]1[CH:11]=[C:10]2[C:6]([CH:7]=[N:8][NH:9]2)=[CH:5][C:4]=1NC.[Cl:14][C:15]1[CH:16]=[N:17][C:18]2[C:23]([CH:24]=1)=[CH:22][C:21]([CH2:25][C:26]1[CH:27]=[C:28]([CH:32]=[CH:33][N:34]=1)[C:29]([OH:31])=O)=[CH:20][CH:19]=2.[CH3:35][N:36](C(ON1N=NC2C=CC=NC1=2)=[N+](C)C)C.F[P-](F)(F)(F)(F)F. Product: [Cl:14][C:15]1[CH:16]=[N:17][C:18]2[C:23]([CH:24]=1)=[CH:22][C:21]([CH2:25][C:26]1[CH:27]=[C:28]([CH:32]=[CH:33][N:34]=1)[C:29]([NH:36][CH2:35][C:4]1[CH:5]=[C:6]3[C:10](=[CH:11][C:3]=1[F:2])[NH:9][N:8]=[CH:7]3)=[O:31])=[CH:20][CH:19]=2. The catalyst class is: 3. (2) Product: [Cl:27][C:19]1[CH:18]=[C:17]([C:11]2([C:13]([F:16])([F:15])[F:14])[O:10][N:9]=[C:8]([C:5]3[CH:6]=[CH:7][C:2]([C:34]([O:36][CH2:38][CH3:39])=[O:35])=[C:3]([CH2:28][C:29]([F:32])([F:31])[F:30])[CH:4]=3)[CH2:12]2)[CH:22]=[C:21]([C:23]([F:26])([F:25])[F:24])[CH:20]=1. Reactant: Br[C:2]1[CH:7]=[CH:6][C:5]([C:8]2[CH2:12][C:11]([C:17]3[CH:22]=[C:21]([C:23]([F:26])([F:25])[F:24])[CH:20]=[C:19]([Cl:27])[CH:18]=3)([C:13]([F:16])([F:15])[F:14])[O:10][N:9]=2)=[CH:4][C:3]=1[CH2:28][C:29]([F:32])([F:31])[F:30].C[C:34]([O-:36])=[O:35].[Na+].[CH2:38](O)[CH3:39]. The catalyst class is: 140. (3) Reactant: [C:1]1(C([O-])=O)[CH:6]=[C:5]([CH3:7])[CH:4]=[C:3]([CH3:8])[CH:2]=1.[NH2:12][N+:13]1[CH:18]=[CH:17][N:16]=[C:15]([Cl:19])[C:14]=1[NH2:20].[CH:21]([N:24](C(C)C)CC)(C)C.CCN=C=NCCCN(C)C.Cl. Product: [Cl:19][C:15]1[C:14]2[N:13]([N:12]=[C:21]([NH:24][C:1]3[CH:2]=[C:3]([CH3:8])[CH:4]=[C:5]([CH3:7])[CH:6]=3)[N:20]=2)[CH:18]=[CH:17][N:16]=1. The catalyst class is: 120. (4) Reactant: [S:1]([N:11]1[C:15]2=[N:16][CH:17]=[C:18]([NH:20][NH:21][C:22]([C@@H:24]3[CH2:28][CH2:27][C@H:26]([NH:29][C:30](=[O:36])[O:31][C:32]([CH3:35])([CH3:34])[CH3:33])[CH2:25]3)=O)[N:19]=[C:14]2[CH:13]=[CH:12]1)([C:4]1[CH:10]=[CH:9][C:7]([CH3:8])=[CH:6][CH:5]=1)(=[O:3])=[O:2].O=S(Cl)Cl.CCOC(C)=O.O. Product: [C:32]([O:31][C:30](=[O:36])[NH:29][C@H:26]1[CH2:27][CH2:28][C@@H:24]([C:22]2[N:19]3[C:14]4[CH:13]=[CH:12][N:11]([S:1]([C:4]5[CH:10]=[CH:9][C:7]([CH3:8])=[CH:6][CH:5]=5)(=[O:2])=[O:3])[C:15]=4[N:16]=[CH:17][C:18]3=[N:20][N:21]=2)[CH2:25]1)([CH3:34])([CH3:35])[CH3:33]. The catalyst class is: 12. (5) Reactant: C([N:8]1[CH2:13][CH2:12][C:11]2([C:17]3=[N:18][CH:19]=[CH:20][CH:21]=[C:16]3[CH2:15][O:14]2)[CH2:10][CH2:9]1)C1C=CC=CC=1. Product: [NH:8]1[CH2:9][CH2:10][C:11]2([C:17]3=[N:18][CH:19]=[CH:20][CH:21]=[C:16]3[CH2:15][O:14]2)[CH2:12][CH2:13]1. The catalyst class is: 29. (6) Reactant: C([N:8]1[CH2:13][CH2:12][N:11]([NH:14][C:15]2[CH:20]=[CH:19][C:18]([C:21]([F:24])([F:23])[F:22])=[CH:17][CH:16]=2)[CH2:10][CH2:9]1)C1C=CC=CC=1.[H][H]. Product: [N:11]1([NH:14][C:15]2[CH:16]=[CH:17][C:18]([C:21]([F:23])([F:22])[F:24])=[CH:19][CH:20]=2)[CH2:10][CH2:9][NH:8][CH2:13][CH2:12]1. The catalyst class is: 29.